Dataset: Catalyst prediction with 721,799 reactions and 888 catalyst types from USPTO. Task: Predict which catalyst facilitates the given reaction. (1) Reactant: [CH:1]([C:13]([O:15]C)=O)([C:9]([O:11]C)=O)[CH2:2][CH2:3][C:4]([O:6][CH2:7][CH3:8])=[O:5].[C:17]1(/[CH:23]=[CH:24]/[C:25](=[NH:27])[NH2:26])[CH:22]=[CH:21][CH:20]=[CH:19][CH:18]=1.C(N(CC)CC)C.C[O-].[Na+].CO. Product: [OH:15][C:13]1[N:26]=[C:25](/[CH:24]=[CH:23]/[C:17]2[CH:22]=[CH:21][CH:20]=[CH:19][CH:18]=2)[NH:27][C:9](=[O:11])[C:1]=1[CH2:2][CH2:3][C:4]([O:6][CH2:7][CH3:8])=[O:5]. The catalyst class is: 14. (2) Reactant: [N:1]1[C:10]2[NH:9][C:8]3[CH:11]=[C:12]([CH2:15][C:16]([NH2:18])=[S:17])[CH:13]=[CH:14][C:7]=3[S:6][C:5]=2[N:4]=[CH:3][CH:2]=1.C(O)C.Br.Br[CH2:24][C:25]([C:27]1[CH:32]=[CH:31][CH:30]=[CH:29][N:28]=1)=O.C(=O)(O)[O-].[Na+]. Product: [N:28]1[CH:29]=[CH:30][CH:31]=[CH:32][C:27]=1[C:25]1[N:18]=[C:16]([CH2:15][C:12]2[CH:13]=[CH:14][C:7]3[S:6][C:5]4[N:4]=[CH:3][CH:2]=[N:1][C:10]=4[NH:9][C:8]=3[CH:11]=2)[S:17][CH:24]=1. The catalyst class is: 120. (3) Reactant: [C:1]1([CH3:11])[CH:6]=[CH:5][C:4]([S:7](Cl)(=[O:9])=[O:8])=[CH:3][CH:2]=1.[CH2:12]([O:19][CH2:20][CH2:21][C:22]1([CH2:27][CH2:28][OH:29])[O:26][CH2:25][CH2:24][O:23]1)[C:13]1[CH:18]=[CH:17][CH:16]=[CH:15][CH:14]=1.C(N(CC)CC)C. Product: [CH2:12]([O:19][CH2:20][CH2:21][C:22]1([CH2:27][CH2:28][O:29][S:7]([C:4]2[CH:5]=[CH:6][C:1]([CH3:11])=[CH:2][CH:3]=2)(=[O:9])=[O:8])[O:26][CH2:25][CH2:24][O:23]1)[C:13]1[CH:18]=[CH:17][CH:16]=[CH:15][CH:14]=1. The catalyst class is: 119. (4) Reactant: C=CC1C=CC=CC=1.C=CC1C=CC(C=C)=CC=1.C1C=CC(C[Cl:26])=CC=1.C(Cl)Cl.[CH2:30]([P:38]([CH2:47][CH2:48][CH2:49][CH2:50][CH2:51][CH2:52][CH2:53][CH3:54])[CH2:39][CH2:40][CH2:41][CH2:42][CH2:43][CH2:44][CH2:45][CH3:46])[CH2:31][CH2:32][CH2:33][CH2:34][CH2:35][CH2:36][CH3:37]. Product: [Cl-:26].[CH2:47]([PH+:38]([CH2:30][CH2:31][CH2:32][CH2:33][CH2:34][CH2:35][CH2:36][CH3:37])[CH2:39][CH2:40][CH2:41][CH2:42][CH2:43][CH2:44][CH2:45][CH3:46])[CH2:48][CH2:49][CH2:50][CH2:51][CH2:52][CH2:53][CH3:54]. The catalyst class is: 3. (5) Reactant: Cl[CH2:2][C:3](Cl)=[O:4].Cl.Cl.[Cl:8][C:9]1[C:10]([F:35])=[C:11]([CH:32]=[CH:33][CH:34]=1)[NH:12][C:13]1[C:22]2[C:17](=[CH:18][C:19]([O:30][CH3:31])=[C:20]([O:23][CH:24]3[CH2:29][CH2:28][CH2:27][NH:26][CH2:25]3)[CH:21]=2)[N:16]=[CH:15][N:14]=1.C(N(C(C)C)CC)(C)C.[C:45]([N:48]1[CH2:53][CH2:52][NH:51][CH2:50][CH2:49]1)(=[O:47])[CH3:46]. Product: [Cl:8][C:9]1[C:10]([F:35])=[C:11]([CH:32]=[CH:33][CH:34]=1)[NH:12][C:13]1[C:22]2[C:17](=[CH:18][C:19]([O:30][CH3:31])=[C:20]([O:23][CH:24]3[CH2:29][CH2:28][CH2:27][N:26]([C:3](=[O:4])[CH2:2][N:51]4[CH2:52][CH2:53][N:48]([C:45](=[O:47])[CH3:46])[CH2:49][CH2:50]4)[CH2:25]3)[CH:21]=2)[N:16]=[CH:15][N:14]=1. The catalyst class is: 2. (6) Reactant: [OH:1][C:2]1[C:11]2[C:6](=[CH:7][C:8]([CH2:12][C:13]3[CH:18]=[CH:17][CH:16]=[CH:15][CH:14]=3)=[CH:9][N:10]=2)[NH:5][C:4](=[O:19])[C:3]=1[C:20]([O:22]CC)=O.[CH:25]1([NH2:29])[CH2:28][CH2:27][CH2:26]1. Product: [CH:25]1([NH:29][C:20]([C:3]2[C:4](=[O:19])[NH:5][C:6]3[C:11]([C:2]=2[OH:1])=[N:10][CH:9]=[C:8]([CH2:12][C:13]2[CH:14]=[CH:15][CH:16]=[CH:17][CH:18]=2)[CH:7]=3)=[O:22])[CH2:28][CH2:27][CH2:26]1. The catalyst class is: 2. (7) Reactant: C(N(C(C)C)CC)(C)C.[CH:10]([CH2:12][C:13]([OH:15])=O)=[CH2:11].N1C2C=CC=C(O[P+](N(C)C)(N(C)C)N(C)C)C=2N=N1.F[P-](F)(F)(F)(F)F.Cl.Cl.[N:45]1[C:53]2[CH2:52][CH2:51][NH:50][CH2:49][C:48]=2[S:47][C:46]=1[NH:54][C:55]([NH2:57])=[NH:56].[OH-].[Na+]. The catalyst class is: 9. Product: [C:13]([N:50]1[CH2:51][CH2:52][C:53]2[N:45]=[C:46]([NH:54][C:55]([NH2:57])=[NH:56])[S:47][C:48]=2[CH2:49]1)(=[O:15])[CH2:12][CH:10]=[CH2:11].